Dataset: Full USPTO retrosynthesis dataset with 1.9M reactions from patents (1976-2016). Task: Predict the reactants needed to synthesize the given product. (1) The reactants are: [C:1]([OH:14])(=[O:13])/[CH:2]=[CH:3]/[C:4]1[CH:12]=[CH:11][C:9]([OH:10])=[C:6]([O:7][CH3:8])[CH:5]=1.[CH:15]1[C:20](/[CH:21]=[CH:22]/[C:23]([OH:25])=[O:24])=[CH:19][CH:18]=[C:17]([OH:26])[CH:16]=1.C(OC(=O)C)(=O)C. Given the product [C:1]([OH:14])(=[O:13])/[CH:2]=[CH:3]/[C:4]1[CH:12]=[CH:11][C:9]([OH:10])=[C:6]([O:7][CH3:8])[CH:5]=1.[CH:15]1[C:20](/[CH:21]=[CH:22]/[C:23]([OH:25])=[O:24])=[CH:19][CH:18]=[C:17]([OH:26])[CH:16]=1, predict the reactants needed to synthesize it. (2) Given the product [O:31]=[S:2]1(=[O:1])[CH2:7][CH2:6][CH:5]([C:8]2[S:9][C:10]([C:13]3[CH:14]=[C:15]([NH:20][C:21]4[N:26]=[C:25]([C:27]([F:30])([F:29])[F:28])[CH:24]=[CH:23][N:22]=4)[CH:16]=[C:17]([CH3:19])[CH:18]=3)=[CH:11][N:12]=2)[CH2:4][CH2:3]1, predict the reactants needed to synthesize it. The reactants are: [O:1]=[S:2]1(=[O:31])[CH2:7][CH:6]=[C:5]([C:8]2[S:9][C:10]([C:13]3[CH:14]=[C:15]([NH:20][C:21]4[N:26]=[C:25]([C:27]([F:30])([F:29])[F:28])[CH:24]=[CH:23][N:22]=4)[CH:16]=[C:17]([CH3:19])[CH:18]=3)=[CH:11][N:12]=2)[CH2:4][CH2:3]1. (3) Given the product [CH3:13][O:14][CH:15]1[O:1][CH2:2][C:3]2[CH:4]=[C:5]([CH2:11][OH:12])[CH:6]=[CH:7][C:8]=2[CH2:9][O:10]1, predict the reactants needed to synthesize it. The reactants are: [OH:1][CH2:2][C:3]1[CH:4]=[C:5]([CH2:11][OH:12])[CH:6]=[CH:7][C:8]=1[CH2:9][OH:10].[CH:13]([O-])([O-])[O:14][CH3:15].O.[O-2].[O-2].[O-2].O=[Si]=O.O=[Si]=O.O=[Si]=O.O=[Si]=O.[Al+3].[Al+3].